From a dataset of Reaction yield outcomes from USPTO patents with 853,638 reactions. Predict the reaction yield, written as a fraction of the theoretical maximum amount of product (1.0 means a 100% yield; for example, 0.34 means a 34% yield). The reactants are C[O-].[Na+].[CH2:4]([C:11]12[C:27]3[C:23](=[CH:24][N:25]([CH3:28])[N:26]=3)[CH2:22][CH2:21][CH:12]1[CH:13]([CH3:20])[C:14]1[O:18][N:17]=[CH:16][C:15]=1[CH2:19]2)[C:5]1[CH:10]=[CH:9][CH:8]=[CH:7][CH:6]=1. The catalyst is O1CCCC1.CO. The product is [CH2:4]([C:11]12[CH2:19][CH:15]([C:16]#[N:17])[C:14](=[O:18])[CH:13]([CH3:20])[CH:12]1[CH2:21][CH2:22][C:23]1[C:27]2=[N:26][N:25]([CH3:28])[CH:24]=1)[C:5]1[CH:6]=[CH:7][CH:8]=[CH:9][CH:10]=1. The yield is 0.660.